Dataset: Full USPTO retrosynthesis dataset with 1.9M reactions from patents (1976-2016). Task: Predict the reactants needed to synthesize the given product. Given the product [O:4]1[C@H:5]2[C@H:6]([NH:7][CH2:8][CH2:9]2)[C@@H:2]([OH:1])[CH2:3]1, predict the reactants needed to synthesize it. The reactants are: [OH:1][C@@H:2]1[C@H:6]2[N:7](C(OCC3C4C=CC=CC=4C4C3=CC=CC=4)=O)[CH2:8][CH2:9][C@H:5]2[O:4][CH2:3]1.